Dataset: Full USPTO retrosynthesis dataset with 1.9M reactions from patents (1976-2016). Task: Predict the reactants needed to synthesize the given product. (1) Given the product [C:1]([C:5]1[CH:9]=[C:8]([NH:10][C:11]([NH:13][C:14]2[CH:19]=[C:18]([C:20]3[C:32](=[O:33])[N:31]([CH3:34])[C:23]4[N:24]=[C:25]([NH:44][C@H:37]([C:38]5[CH:43]=[CH:42][CH:41]=[CH:40][CH:39]=5)[CH3:36])[N:26]=[CH:27][C:22]=4[CH:21]=3)[CH:17]=[CH:16][C:15]=2[F:35])=[O:12])[O:7][N:6]=1)([CH3:4])([CH3:3])[CH3:2], predict the reactants needed to synthesize it. The reactants are: [C:1]([C:5]1[CH:9]=[C:8]([NH:10][C:11]([NH:13][C:14]2[CH:19]=[C:18]([C:20]3[C:32](=[O:33])[N:31]([CH3:34])[C:23]4[N:24]=[C:25](S(C)=O)[N:26]=[CH:27][C:22]=4[CH:21]=3)[CH:17]=[CH:16][C:15]=2[F:35])=[O:12])[O:7][N:6]=1)([CH3:4])([CH3:3])[CH3:2].[CH3:36][C@H:37]([NH2:44])[C:38]1[CH:43]=[CH:42][CH:41]=[CH:40][CH:39]=1. (2) Given the product [Cl:8][C:9]1[CH:10]=[C:11]([CH:31]=[CH:32][C:33]=1[Cl:34])[C:12]([N:14]([C:16]1[CH:21]=[CH:20][C:19]([O:22][CH3:23])=[C:18]([N:24]2[CH2:25][CH2:26][NH:27][CH2:28][CH2:29]2)[CH:17]=1)[CH3:15])=[O:13], predict the reactants needed to synthesize it. The reactants are: ClC(OC(Cl)=O)C.[Cl:8][C:9]1[CH:10]=[C:11]([CH:31]=[CH:32][C:33]=1[Cl:34])[C:12]([N:14]([C:16]1[CH:21]=[CH:20][C:19]([O:22][CH3:23])=[C:18]([N:24]2[CH2:29][CH2:28][N:27](C)[CH2:26][CH2:25]2)[CH:17]=1)[CH3:15])=[O:13].C(N(C(C)C)CC)(C)C.Cl. (3) Given the product [CH2:1]([C@:3]1([OH:11])[CH2:7][CH2:6][N:5]([C:19]2[CH:18]=[CH:17][C:14]([C:15]#[N:16])=[C:13]([F:12])[CH:20]=2)[C@H:4]1[CH:8]([CH3:10])[CH3:9])[CH3:2], predict the reactants needed to synthesize it. The reactants are: [CH2:1]([C@:3]1([OH:11])[CH2:7][CH2:6][NH:5][C@H:4]1[CH:8]([CH3:10])[CH3:9])[CH3:2].[F:12][C:13]1[CH:20]=[C:19](F)[CH:18]=[CH:17][C:14]=1[C:15]#[N:16].C(=O)([O-])[O-].[Li+].[Li+]. (4) Given the product [CH3:1][O:2][C:3]1[N:8]=[CH:7][C:6]([N:9]2[CH2:14][C@@:12]3([CH2:13][CH2:25][CH2:24][C@@:23]([CH2:31][N:32]4[C:36]5[CH:37]=[C:38]([C:41]#[N:42])[CH:39]=[CH:40][C:35]=5[N:34]=[CH:33]4)([CH3:22])[CH2:15]3)[O:11][C:10]2=[O:16])=[CH:5][CH:4]=1, predict the reactants needed to synthesize it. The reactants are: [CH3:1][O:2][C:3]1[N:8]=[CH:7][C:6]([NH:9][C:10](=[O:16])[O:11][C:12]([CH3:15])([CH3:14])[CH3:13])=[CH:5][CH:4]=1.[Li]CCCC.[CH3:22][C@:23]1([CH2:31][N:32]2[C:36]3[CH:37]=[C:38]([C:41]#[N:42])[CH:39]=[CH:40][C:35]=3[N:34]=[CH:33]2)CCC[C@:25]2(OC2)[CH2:24]1.CN1CCCC1=O. (5) Given the product [CH2:17]([O:16][CH2:9][C:10]1[CH:11]=[CH:12][C:13]([NH2:44])=[C:14]([O:43][CH3:40])[CH:15]=1)[C:18]1[CH:19]=[CH:20][CH:21]=[CH:22][CH:23]=1, predict the reactants needed to synthesize it. The reactants are: [N+](C1C=CC(C[CH:9]([O:16][CH:17](CC2C=CC([N+]([O-])=O)=C(OC)C=2)[C:18]2[CH:23]=[CH:22][CH:21]=[CH:20][CH:19]=2)[C:10]2[CH:15]=[CH:14][CH:13]=[CH:12][CH:11]=2)=CC=1OC)([O-])=O.[C:40]([O-:43])(=O)C.[NH4+:44]. (6) The reactants are: [F:1][C:2]1[CH:3]=[C:4]([N:15]2[CH2:19][C@H:18]([CH2:20]O)[O:17][C:16]2=[O:22])[CH:5]=[CH:6][C:7]=1[N:8]1[CH:12]=[C:11]([S:13][CH3:14])[N:10]=[N:9]1.[CH3:23][C:24]1[N:25]=[N:26][NH:27][N:28]=1.N(C(OC(C)C)=O)=NC(OC(C)C)=O.CO. Given the product [F:1][C:2]1[CH:3]=[C:4]([N:15]2[CH2:19][C@H:18]([CH2:20][N:26]3[N:27]=[N:28][C:24]([CH3:23])=[N:25]3)[O:17][C:16]2=[O:22])[CH:5]=[CH:6][C:7]=1[N:8]1[CH:12]=[C:11]([S:13][CH3:14])[N:10]=[N:9]1, predict the reactants needed to synthesize it. (7) Given the product [ClH:2].[Cl:15][C:11]1[CH:10]=[C:9]([C:7]2[N:6]=[C:5]3[CH2:16][CH2:17][CH2:18][C:4]3=[C:3]([NH:20][C@H:21]3[CH2:26][CH2:25][C@H:24]([CH2:27][OH:28])[CH2:23][CH2:22]3)[CH:8]=2)[CH:14]=[CH:13][CH:12]=1, predict the reactants needed to synthesize it. The reactants are: Cl.[Cl:2][C:3]1[CH:8]=[C:7]([C:9]2[CH:14]=[CH:13][CH:12]=[C:11]([Cl:15])[CH:10]=2)[N:6]=[C:5]2[CH2:16][CH2:17][CH2:18][C:4]=12.Cl.[NH2:20][C@H:21]1[CH2:26][CH2:25][C@H:24]([CH2:27][OH:28])[CH2:23][CH2:22]1.